Dataset: Reaction yield outcomes from USPTO patents with 853,638 reactions. Task: Predict the reaction yield, written as a fraction of the theoretical maximum amount of product (1.0 means a 100% yield; for example, 0.34 means a 34% yield). (1) The reactants are [CH2:1]([N:8]1[C:16]2[C:11](=[CH:12][CH:13]=[CH:14][CH:15]=2)[C:10]([CH2:17][CH2:18][CH2:19][C:20]#[N:21])=[N:9]1)[C:2]1[CH:7]=[CH:6][CH:5]=[CH:4][CH:3]=1.O.NN.[CH2:25](O)[CH3:26]. The catalyst is [Ni]. The product is [CH2:25]([NH:21][CH2:20][CH2:19][CH2:18][CH2:17][C:10]1[C:11]2[C:16](=[CH:15][CH:14]=[CH:13][CH:12]=2)[N:8]([CH2:1][C:2]2[CH:3]=[CH:4][CH:5]=[CH:6][CH:7]=2)[N:9]=1)[CH3:26]. The yield is 0.260. (2) The reactants are Br[C:2]1[CH:3]=[C:4]([NH:10][C:11]2[CH:16]=[CH:15][C:14]([N:17]3[CH2:22][CH2:21][NH:20][CH2:19][CH2:18]3)=[CH:13][N:12]=2)[C:5](=[O:9])[N:6]([CH3:8])[CH:7]=1.[C:23]([O:26][CH2:27][C:28]1[C:29]([N:43]2[CH2:55][CH2:54][N:46]3[C:47]4[CH2:48][CH2:49][CH2:50][CH2:51][C:52]=4[CH:53]=[C:45]3[C:44]2=[O:56])=[N:30][CH:31]=[CH:32][C:33]=1B1OC(C)(C)C(C)(C)O1)(=[O:25])[CH3:24].[O-]P([O-])([O-])=O.[K+].[K+].[K+]. The product is [C:23]([O:26][CH2:27][C:28]1[C:29]([N:43]2[CH2:55][CH2:54][N:46]3[C:47]4[CH2:48][CH2:49][CH2:50][CH2:51][C:52]=4[CH:53]=[C:45]3[C:44]2=[O:56])=[N:30][CH:31]=[CH:32][C:33]=1[C:2]1[CH:3]=[C:4]([NH:10][C:11]2[CH:16]=[CH:15][C:14]([N:17]3[CH2:22][CH2:21][NH:20][CH2:19][CH2:18]3)=[CH:13][N:12]=2)[C:5](=[O:9])[N:6]([CH3:8])[CH:7]=1)(=[O:25])[CH3:24]. The catalyst is C1C=CC(P(C2C=CC=CC=2)[C-]2C=CC=C2)=CC=1.C1C=CC(P(C2C=CC=CC=2)[C-]2C=CC=C2)=CC=1.Cl[Pd]Cl.[Fe+2].O1CCCC1. The yield is 0.583. (3) The reactants are Br[CH2:2][C:3]([C:5]1[CH:6]=[N:7][N:8]([C:11]2[CH:16]=[CH:15][CH:14]=[CH:13][CH:12]=2)[C:9]=1[CH3:10])=[O:4].[CH3:17][O:18][C:19](=[O:28])[C:20]1[CH:25]=[CH:24][C:23]([CH3:26])=[C:22]([NH2:27])[CH:21]=1. The catalyst is CCO. The product is [CH3:17][O:18][C:19](=[O:28])[C:20]1[CH:25]=[CH:24][C:23]([CH3:26])=[C:22]([NH:27][CH2:2][C:3]([C:5]2[CH:6]=[N:7][N:8]([C:11]3[CH:16]=[CH:15][CH:14]=[CH:13][CH:12]=3)[C:9]=2[CH3:10])=[O:4])[CH:21]=1. The yield is 0.520. (4) The reactants are [CH3:1][O:2][C:3](=[O:16])[C:4]1[CH:9]=[C:8]([N:10]([CH3:12])[CH3:11])[CH:7]=[CH:6][C:5]=1[N+:13]([O-])=O.[CH3:17]O. The catalyst is [Ni]. The product is [CH3:1][O:2][C:3](=[O:16])[C:4]1[CH:9]=[C:8]([N:10]([CH3:12])[CH3:11])[CH:7]=[C:6]([CH3:17])[C:5]=1[NH2:13]. The yield is 0.980. (5) The reactants are [O:1]=[S:2]1(=[O:31])[C:11]2[C:10]([NH:12][C:13]3[CH:18]=[CH:17][C:16]([CH2:19][C:20]([O:22]CC)=[O:21])=[CH:15][CH:14]=3)=[N:9][C:8]([C:25]3[CH:30]=[CH:29][CH:28]=[CH:27][CH:26]=3)=[N:7][C:6]=2[CH2:5][CH2:4][CH2:3]1.[OH-].[Li+]. No catalyst specified. The product is [O:31]=[S:2]1(=[O:1])[C:11]2[C:10]([NH:12][C:13]3[CH:14]=[CH:15][C:16]([CH2:19][C:20]([OH:22])=[O:21])=[CH:17][CH:18]=3)=[N:9][C:8]([C:25]3[CH:26]=[CH:27][CH:28]=[CH:29][CH:30]=3)=[N:7][C:6]=2[CH2:5][CH2:4][CH2:3]1. The yield is 0.860. (6) The reactants are [CH3:1][O:2][CH2:3][C:4]([OH:6])=O.[Cl:7][C:8]1[CH:9]=[C:10]([NH:22][C:23]2[C:32]3[C:27](=[CH:28][CH:29]=[CH:30][C:31]=3[O:33][C@@H:34]3[CH2:38][CH2:37][N:36](C(=O)CO)[CH2:35]3)[N:26]=[CH:25][N:24]=2)[CH:11]=[CH:12][C:13]=1[O:14][CH2:15][C:16]1[CH:21]=[CH:20][CH:19]=[CH:18][N:17]=1. No catalyst specified. The product is [Cl:7][C:8]1[CH:9]=[C:10]([NH:22][C:23]2[C:32]3[C:27](=[CH:28][CH:29]=[CH:30][C:31]=3[O:33][C@@H:34]3[CH2:38][CH2:37][N:36]([C:4](=[O:6])[CH2:3][O:2][CH3:1])[CH2:35]3)[N:26]=[CH:25][N:24]=2)[CH:11]=[CH:12][C:13]=1[O:14][CH2:15][C:16]1[CH:21]=[CH:20][CH:19]=[CH:18][N:17]=1. The yield is 0.330. (7) The reactants are [S:1](Cl)([C:4]1[CH:10]=[CH:9][C:7]([CH3:8])=[CH:6][CH:5]=1)(=[O:3])=[O:2].[NH2:12][C:13]1[C:14]([CH3:41])=[C:15]([C:33]([OH:40])=[C:34]([C:36]([CH3:39])([CH3:38])[CH3:37])[CH:35]=1)[C:16]([NH:18][C:19]1[CH:24]=[CH:23][C:22]([S:25]([C:28]([F:31])([F:30])[F:29])(=[O:27])=[O:26])=[CH:21][C:20]=1[Cl:32])=[O:17]. The catalyst is N1C=CC=CC=1. The product is [C:36]([C:34]1[C:33]([OH:40])=[C:15]([C:14]([CH3:41])=[C:13]([NH:12][S:1]([C:4]2[CH:10]=[CH:9][C:7]([CH3:8])=[CH:6][CH:5]=2)(=[O:3])=[O:2])[CH:35]=1)[C:16]([NH:18][C:19]1[CH:24]=[CH:23][C:22]([S:25]([C:28]([F:31])([F:29])[F:30])(=[O:27])=[O:26])=[CH:21][C:20]=1[Cl:32])=[O:17])([CH3:39])([CH3:38])[CH3:37]. The yield is 0.560. (8) The reactants are F[C:2]1[C:3]([CH:8]=[O:9])=[N:4][CH:5]=[CH:6][CH:7]=1.[CH3:10][O-:11].[Na+].[BH4-].[Na+]. No catalyst specified. The product is [CH3:10][O:11][C:2]1[C:3]([CH2:8][OH:9])=[N:4][CH:5]=[CH:6][CH:7]=1. The yield is 0.450. (9) The reactants are [N+:1]([O-:4])(O)=[O:2].[F:5][C:6]1[C:14]([F:15])=[C:13]([F:16])[CH:12]=[CH:11][C:7]=1[C:8]([OH:10])=[O:9].O. The catalyst is OS(O)(=O)=O. The product is [F:5][C:6]1[C:14]([F:15])=[C:13]([F:16])[C:12]([N+:1]([O-:4])=[O:2])=[CH:11][C:7]=1[C:8]([OH:10])=[O:9]. The yield is 0.750.